From a dataset of Forward reaction prediction with 1.9M reactions from USPTO patents (1976-2016). Predict the product of the given reaction. Given the reactants C(N1C(C2C(CO[C:17]3[C:22]([CH:23]=[O:24])=[CH:21][C:20]([O:25][CH3:26])=[N:19][CH:18]=3)=CC=CN=2)=CC=N1)(C)C.[ClH:27], predict the reaction product. The product is: [ClH:27].[ClH:27].[CH3:26][O:25][C:20]1[CH:21]=[C:22]([CH:17]=[CH:18][N:19]=1)[CH:23]=[O:24].